This data is from Forward reaction prediction with 1.9M reactions from USPTO patents (1976-2016). The task is: Predict the product of the given reaction. The product is: [NH2:5][C:4]1[CH:3]=[C:2]([N:15]2[CH:11]([CH2:9][CH3:10])[CH2:12][CH:13]([CH3:17])[C:14]2=[O:16])[CH:8]=[CH:7][CH:6]=1. Given the reactants I[C:2]1[CH:3]=[C:4]([CH:6]=[CH:7][CH:8]=1)[NH2:5].[CH2:9]([CH:11]1[NH:15][C:14](=[O:16])[CH:13]([CH3:17])[CH2:12]1)[CH3:10].C(=O)([O-])[O-].[Cs+].[Cs+], predict the reaction product.